Dataset: Reaction yield outcomes from USPTO patents with 853,638 reactions. Task: Predict the reaction yield, written as a fraction of the theoretical maximum amount of product (1.0 means a 100% yield; for example, 0.34 means a 34% yield). (1) The product is [BrH:7].[Cl:1][C:2]1[CH:9]=[CH:8][C:5]([CH2:6][S:15][C:14]2[NH:16][CH2:11][CH2:12][N:13]=2)=[C:4]([F:10])[CH:3]=1. The yield is 0.800. The reactants are [Cl:1][C:2]1[CH:9]=[CH:8][C:5]([CH2:6][Br:7])=[C:4]([F:10])[CH:3]=1.[CH2:11]1[NH:16][C:14](=[S:15])[NH:13][CH2:12]1. The catalyst is C(#N)C. (2) The reactants are C([NH:8][C:9]1[CH:10]=[C:11]([CH2:16][CH:17]([CH:25]2[CH2:28][CH2:27][CH2:26]2)[C:18]([O:20][C:21]([CH3:24])([CH3:23])[CH3:22])=[O:19])[CH:12]=[CH:13][C:14]=1[Cl:15])C1C=CC=CC=1. The catalyst is C(OCC)(=O)C.[Pd]. The product is [NH2:8][C:9]1[CH:10]=[C:11]([CH2:16][CH:17]([CH:25]2[CH2:26][CH2:27][CH2:28]2)[C:18]([O:20][C:21]([CH3:24])([CH3:23])[CH3:22])=[O:19])[CH:12]=[CH:13][C:14]=1[Cl:15]. The yield is 0.782. (3) The reactants are [H-].[Al+3].[Li+].[H-].[H-].[H-].[C:7]1([C:12]([NH:14][CH2:15][CH3:16])=O)[CH2:11][CH2:10]CC=1.[CH3:17][CH2:18]OCC. The yield is 0.690. The product is [CH:16]1([CH2:15][NH:14][CH2:12][CH:7]2[CH2:11][CH2:10]2)[CH2:18][CH2:17]1. No catalyst specified. (4) The reactants are [CH3:1][S:2]([C:5]1[CH:6]=[CH:7][C:8]([NH2:11])=[N:9][CH:10]=1)(=[O:4])=[O:3].Br[C:13]1[C:14](=[O:21])[N:15]([CH3:20])[CH:16]=[C:17]([Br:19])[CH:18]=1.C(=O)([O-])[O-].[Cs+].[Cs+].CC1(C)C2C(=C(P(C3C=CC=CC=3)C3C=CC=CC=3)C=CC=2)OC2C(P(C3C=CC=CC=3)C3C=CC=CC=3)=CC=CC1=2. The catalyst is C1C=CC(/C=C/C(/C=C/C2C=CC=CC=2)=O)=CC=1.C1C=CC(/C=C/C(/C=C/C2C=CC=CC=2)=O)=CC=1.C1C=CC(/C=C/C(/C=C/C2C=CC=CC=2)=O)=CC=1.[Pd].[Pd].O1CCOCC1. The product is [Br:19][C:17]1[CH:18]=[C:13]([NH:11][C:8]2[CH:7]=[CH:6][C:5]([S:2]([CH3:1])(=[O:4])=[O:3])=[CH:10][N:9]=2)[C:14](=[O:21])[N:15]([CH3:20])[CH:16]=1. The yield is 0.300. (5) The reactants are [C:1]1([C:20]2[CH:25]=[CH:24][CH:23]=[CH:22][CH:21]=2)[CH:6]=[CH:5][CH:4]=[CH:3][C:2]=1[CH2:7][C:8]1[NH:9][C:10](=[O:19])[C:11]([OH:18])=[C:12]([C:14]([O:16]C)=O)[N:13]=1.[CH2:26]([NH2:33])[C:27]1[CH:32]=[CH:31][CH:30]=[CH:29][CH:28]=1. No catalyst specified. The product is [CH2:26]([NH:33][C:14]([C:12]1[N:13]=[C:8]([CH2:7][C:2]2[CH:3]=[CH:4][CH:5]=[CH:6][C:1]=2[C:20]2[CH:21]=[CH:22][CH:23]=[CH:24][CH:25]=2)[NH:9][C:10](=[O:19])[C:11]=1[OH:18])=[O:16])[C:27]1[CH:32]=[CH:31][CH:30]=[CH:29][CH:28]=1. The yield is 0.640. (6) The reactants are [CH3:1][CH2:2][O:3][C:4]([C:6]1[N:15](C(OC(C)(C)C)=O)[C:9]2=[N:10][CH:11]=[C:12](O)[CH:13]=[C:8]2[CH:7]=1)=[O:5].[CH2:23](N(CC)CC)C.FC(F)(F)S(O)(=O)=O.C(=O)(O)[O-].[Na+].C[Al](C)C. The catalyst is ClCCl.C1C=CC([P]([Pd]([P](C2C=CC=CC=2)(C2C=CC=CC=2)C2C=CC=CC=2)([P](C2C=CC=CC=2)(C2C=CC=CC=2)C2C=CC=CC=2)[P](C2C=CC=CC=2)(C2C=CC=CC=2)C2C=CC=CC=2)(C2C=CC=CC=2)C2C=CC=CC=2)=CC=1.O.C(OCC)(=O)C. The yield is 0.645. The product is [CH2:2]([O:3][C:4]([C:6]1[NH:15][C:9]2=[N:10][CH:11]=[C:12]([CH3:23])[CH:13]=[C:8]2[CH:7]=1)=[O:5])[CH3:1].